This data is from Tyrosyl-DNA phosphodiesterase HTS with 341,365 compounds. The task is: Binary Classification. Given a drug SMILES string, predict its activity (active/inactive) in a high-throughput screening assay against a specified biological target. (1) The compound is s1c(C(OCN2C(=O)c3c(C2=O)cccc3)=O)ccc1. The result is 0 (inactive). (2) The molecule is Clc1c(C(=O)NNc2nc(Cl)ccc2)ccc(Cl)c1. The result is 0 (inactive). (3) The molecule is S(=O)(=O)(N(c1ccccc1)C)c1ccc(NC(=S)NC(=O)C2CC2)cc1. The result is 0 (inactive). (4) The compound is O1CCN(C(=N/C2C3CC4CC2CC(C3)C4)/NC2CCCCC2)CC1. The result is 0 (inactive). (5) The molecule is O1CCN(CC1)c1[nH]c(c2ccc(C(C)C)cc2)c(c(=O)n1)C#N. The result is 0 (inactive).